Dataset: Reaction yield outcomes from USPTO patents with 853,638 reactions. Task: Predict the reaction yield, written as a fraction of the theoretical maximum amount of product (1.0 means a 100% yield; for example, 0.34 means a 34% yield). (1) The reactants are [H-].[Al+3].[Li+].[H-].[H-].[H-].[CH2:7]([C:9]1[C:14]([C:15](OCC)=[O:16])=[CH:13][CH:12]=[CH:11][N:10]=1)[CH3:8]. The catalyst is C1COCC1. The product is [CH2:7]([C:9]1[C:14]([CH2:15][OH:16])=[CH:13][CH:12]=[CH:11][N:10]=1)[CH3:8]. The yield is 0.840. (2) The reactants are [C:1]1([C:7]2[O:11][CH:10]=[N:9][C:8]=2[C:12]([O:14][CH2:15][CH3:16])=[O:13])[CH:6]=[CH:5][CH:4]=[CH:3][CH:2]=1.C[Si]([NH-])(C)C.[Li+].[I:23]I.CCOC(C)=O. The catalyst is C1COCC1. The product is [I:23][C:10]1[O:11][C:7]([C:1]2[CH:2]=[CH:3][CH:4]=[CH:5][CH:6]=2)=[C:8]([C:12]([O:14][CH2:15][CH3:16])=[O:13])[N:9]=1. The yield is 0.820. (3) The reactants are [CH2:1]([C:3]1[CH:12]=[CH:11][C:10]2[C:5](=[CH:6][CH:7]=[CH:8][C:9]=2[NH2:13])[N:4]=1)[CH3:2].[F:14][C:15]1[CH:16]=[CH:17][C:18]([O:33][CH3:34])=[C:19]([C:21]([CH3:32])([CH3:31])[CH2:22][C:23]([OH:30])([C:26]([F:29])([F:28])[F:27])[CH:24]=O)[CH:20]=1. The catalyst is C(O)(=O)C.C1(C)C=CC=CC=1. The product is [CH2:1]([C:3]1[CH:12]=[CH:11][C:10]2[C:5](=[CH:6][CH:7]=[CH:8][C:9]=2[N:13]=[CH:24][C:23]([C:26]([F:27])([F:29])[F:28])([OH:30])[CH2:22][C:21]([C:19]2[CH:20]=[C:15]([F:14])[CH:16]=[CH:17][C:18]=2[O:33][CH3:34])([CH3:31])[CH3:32])[N:4]=1)[CH3:2]. The yield is 0.800.